Predict the reaction yield, written as a fraction of the theoretical maximum amount of product (1.0 means a 100% yield; for example, 0.34 means a 34% yield). From a dataset of Reaction yield outcomes from USPTO patents with 853,638 reactions. (1) The reactants are Cl[C:2]1[N:7]=[C:6]([NH:8][CH2:9][C:10]2[CH:15]=[CH:14][C:13]([O:16][CH3:17])=[C:12]([O:18][CH:19]3[CH2:23][CH2:22][CH2:21][CH2:20]3)[CH:11]=2)[CH:5]=[N:4][CH:3]=1.B([C:27]1[CH:38]=[CH:37][C:30]([CH2:31][C@@H:32]([C:34]([OH:36])=[O:35])[NH2:33])=[CH:29][CH:28]=1)(O)O.C(=O)([O-])[O-].[Na+].[Na+]. The catalyst is Cl[Pd](Cl)([P](C1C=CC=CC=1)(C1C=CC=CC=1)C1C=CC=CC=1)[P](C1C=CC=CC=1)(C1C=CC=CC=1)C1C=CC=CC=1.C(#N)C. The product is [NH2:33][CH:32]([CH2:31][C:30]1[CH:37]=[CH:38][C:27]([C:2]2[CH:3]=[N:4][CH:5]=[C:6]([NH:8][CH2:9][C:10]3[CH:15]=[CH:14][C:13]([O:16][CH3:17])=[C:12]([O:18][CH:19]4[CH2:23][CH2:22][CH2:21][CH2:20]4)[CH:11]=3)[N:7]=2)=[CH:28][CH:29]=1)[C:34]([OH:36])=[O:35]. The yield is 0.0600. (2) The reactants are COC1C=C(OC)C=CC=1C[N:6]1[C:11](=[O:12])[C:10]([CH2:13][C:14]2[CH:19]=[CH:18][C:17]([C:20]3[CH:25]=[CH:24][CH:23]=[CH:22][C:21]=3[C:26]3[NH:30][C:29](=[O:31])[O:28][N:27]=3)=[CH:16][C:15]=2[F:32])=[C:9]([CH2:33][CH2:34][CH3:35])[N:8]2[N:36]=[CH:37][N:38]=[C:7]12.FC(F)(F)C(O)=O. The catalyst is C1(C)C=CC=CC=1. The product is [F:32][C:15]1[CH:16]=[C:17]([C:20]2[CH:25]=[CH:24][CH:23]=[CH:22][C:21]=2[C:26]2[NH:30][C:29](=[O:31])[O:28][N:27]=2)[CH:18]=[CH:19][C:14]=1[CH2:13][C:10]1[C:11](=[O:12])[NH:6][C:7]2[N:8]([N:36]=[CH:37][N:38]=2)[C:9]=1[CH2:33][CH2:34][CH3:35]. The yield is 0.100. (3) The reactants are C[O:2][C:3](=O)[C@@H:4]([NH:23][C:24]([O:26][C:27]([CH3:30])([CH3:29])[CH3:28])=[O:25])[CH2:5][C:6]1[C:14]2[C:9](=[CH:10][CH:11]=[C:12]([O:15][Si:16]([C:19]([CH3:22])([CH3:21])[CH3:20])([CH3:18])[CH3:17])[CH:13]=2)[NH:8][CH:7]=1.[H-].[H-].[H-].[H-].[Li+].[Al+3].CCOCC.Cl. The catalyst is C1COCC1.CO. The product is [C:27]([O:26][C:24](=[O:25])[NH:23][C@H:4]([CH2:3][OH:2])[CH2:5][C:6]1[C:14]2[C:9](=[CH:10][CH:11]=[C:12]([O:15][Si:16]([C:19]([CH3:22])([CH3:21])[CH3:20])([CH3:18])[CH3:17])[CH:13]=2)[NH:8][CH:7]=1)([CH3:28])([CH3:30])[CH3:29]. The yield is 0.700. (4) The reactants are [Cl:1][CH2:2][CH2:3][CH2:4][S:5]([O:8][CH2:9][C:10]([CH3:25])([CH3:24])[C@@H:11]([O:14][CH2:15][C:16]1[CH:21]=[CH:20][C:19]([O:22][CH3:23])=[CH:18][CH:17]=1)[CH:12]=C)(=[O:7])=[O:6].O=O.[O:28]=[O+][O-].CSC. The catalyst is ClCCl. The product is [Cl:1][CH2:2][CH2:3][CH2:4][S:5]([O:8][CH2:9][C:10]([CH3:24])([CH3:25])[C@@H:11]([O:14][CH2:15][C:16]1[CH:17]=[CH:18][C:19]([O:22][CH3:23])=[CH:20][CH:21]=1)[CH:12]=[O:28])(=[O:6])=[O:7]. The yield is 0.660. (5) The reactants are Cl[CH2:2][C:3]1[CH:4]=[C:5]([CH:28]=[CH:29][CH:30]=1)[C:6]([NH:8][C:9]1[C:17]2[C:12](=[CH:13][CH:14]=[C:15]([O:18][CH2:19][C:20]3[CH:25]=[C:24]([F:26])[CH:23]=[C:22]([F:27])[CH:21]=3)[CH:16]=2)[NH:11][N:10]=1)=[O:7].CCN(C(C)C)C(C)C.[NH:40]1[CH2:45][CH2:44][CH2:43][CH2:42][CH2:41]1. The catalyst is C(O)C.O. The product is [F:26][C:24]1[CH:25]=[C:20]([CH:21]=[C:22]([F:27])[CH:23]=1)[CH2:19][O:18][C:15]1[CH:16]=[C:17]2[C:12](=[CH:13][CH:14]=1)[NH:11][N:10]=[C:9]2[NH:8][C:6](=[O:7])[C:5]1[CH:28]=[CH:29][CH:30]=[C:3]([CH2:2][N:40]2[CH2:45][CH2:44][CH2:43][CH2:42][CH2:41]2)[CH:4]=1. The yield is 0.660. (6) The reactants are Cl.Cl.Cl.[O:4]1[C:12]2[CH:11]=[CH:10][N:9]=[C:8]([N:13]3[CH2:18][CH2:17][N:16]([CH2:19][CH2:20][C@H:21]4[CH2:26][CH2:25][C@H:24]([NH2:27])[CH2:23][CH2:22]4)[CH2:15][CH2:14]3)[C:7]=2[CH2:6][CH2:5]1.C(N(CC)C(C)C)(C)C.[C:37](O)(=[O:39])[CH3:38].CN(C(ON1N=NC2C=CC=CC1=2)=[N+](C)C)C.[B-](F)(F)(F)F.[OH-].[Na+]. The catalyst is CN(C=O)C. The product is [O:4]1[C:12]2[CH:11]=[CH:10][N:9]=[C:8]([N:13]3[CH2:18][CH2:17][N:16]([CH2:19][CH2:20][C@H:21]4[CH2:26][CH2:25][C@H:24]([NH:27][C:37](=[O:39])[CH3:38])[CH2:23][CH2:22]4)[CH2:15][CH2:14]3)[C:7]=2[CH2:6][CH2:5]1. The yield is 0.990. (7) The reactants are [Br:1][C:2]1[CH:7]=[CH:6][C:5](Br)=[CH:4][N:3]=1.C([Li])CCC.CN(C)[CH:16]=[O:17]. The catalyst is C(OCC)C. The product is [Br:1][C:2]1[N:3]=[CH:4][C:5]([CH:16]=[O:17])=[CH:6][CH:7]=1. The yield is 0.410. (8) The reactants are [NH2:1][C:2]1[CH:11]=[CH:10][C:9](Br)=[CH:8][C:3]=1[C:4]([O:6][CH3:7])=[O:5].[CH:13]1(B(O)O)[CH2:15][CH2:14]1.[O-]P([O-])([O-])=O.[K+].[K+].[K+].P(C1CCCCC1)(C1CCCCC1)C1CCCCC1. The catalyst is C1(C)C=CC=CC=1.O. The product is [NH2:1][C:2]1[CH:11]=[CH:10][C:9]([CH:13]2[CH2:15][CH2:14]2)=[CH:8][C:3]=1[C:4]([O:6][CH3:7])=[O:5]. The yield is 0.770.